From a dataset of Peptide-MHC class I binding affinity with 185,985 pairs from IEDB/IMGT. Regression. Given a peptide amino acid sequence and an MHC pseudo amino acid sequence, predict their binding affinity value. This is MHC class I binding data. (1) The peptide sequence is IRKPKHLYV. The MHC is HLA-B27:05 with pseudo-sequence HLA-B27:05. The binding affinity (normalized) is 0.0847. (2) The binding affinity (normalized) is 0.277. The MHC is H-2-Kd with pseudo-sequence H-2-Kd. The peptide sequence is KYFLDNLDL. (3) The peptide sequence is TSKLNHHFP. The MHC is HLA-B08:03 with pseudo-sequence HLA-B08:03. The binding affinity (normalized) is 0.0847. (4) The MHC is SLA-10701 with pseudo-sequence SLA-10701. The peptide sequence is TTNTQNNDW. The binding affinity (normalized) is 1.00. (5) The peptide sequence is MFGGVSWMIR. The MHC is HLA-A31:01 with pseudo-sequence HLA-A31:01. The binding affinity (normalized) is 0.813.